From a dataset of hERG Central: cardiac toxicity at 1µM, 10µM, and general inhibition. Predict hERG channel inhibition at various concentrations. (1) The molecule is COc1ccc(C2c3ccc(O)cc3Oc3ncn(Cc4ccccc4)c(=N)c32)cc1OC. Results: hERG_inhib (hERG inhibition (general)): blocker. (2) Results: hERG_inhib (hERG inhibition (general)): blocker. The molecule is Cc1[nH]c2ccccc2c1C(=O)CN1CC=C(c2ccccc2)CC1. (3) The compound is CN(C)CCNS(=O)(=O)c1ccc(N2CCN(c3ccc(F)cc3)CC2)c([N+](=O)[O-])c1. Results: hERG_inhib (hERG inhibition (general)): blocker. (4) The molecule is Cc1c(C(O)CN2CCN(Cc3ccc4c(c3)OCO4)CC2)c2ccccc2n1C. Results: hERG_inhib (hERG inhibition (general)): blocker. (5) The compound is COc1ccc(CCN(Cc2cccs2)S(=O)(=O)c2ccc(-n3cnnn3)cc2)cc1OC. Results: hERG_inhib (hERG inhibition (general)): blocker. (6) Results: hERG_inhib (hERG inhibition (general)): blocker. The molecule is Cc1noc(C)c1S(=O)(=O)N1CCC(C(=O)N2CCN(c3ccc(Cl)cc3)CC2)CC1. (7) The drug is CCOc1ccc(Nc2c3c(nc4ncnn24)CC(C)CC3)cc1. Results: hERG_inhib (hERG inhibition (general)): blocker.